Dataset: Full USPTO retrosynthesis dataset with 1.9M reactions from patents (1976-2016). Task: Predict the reactants needed to synthesize the given product. (1) Given the product [Br:20][C:17]1[CH:18]=[C:19]2[NH:4][CH2:5][C:6]3([CH2:11][CH2:10][S:9](=[O:13])(=[O:12])[CH2:8][CH2:7]3)[C:14]2=[CH:15][CH:16]=1, predict the reactants needed to synthesize it. The reactants are: C([N:4]1[C:19]2[C:14](=[CH:15][CH:16]=[C:17]([Br:20])[CH:18]=2)[C:6]2([CH2:11][CH2:10][S:9](=[O:13])(=[O:12])[CH2:8][CH2:7]2)[CH2:5]1)(=O)C.Cl. (2) Given the product [N+:1]([C:4]1[CH:5]=[C:6]([NH:7][C:12]2[N:17]=[CH:16][CH:15]=[CH:14][N:13]=2)[CH:8]=[CH:9][CH:10]=1)([O-:3])=[O:2], predict the reactants needed to synthesize it. The reactants are: [N+:1]([C:4]1[CH:5]=[C:6]([CH:8]=[CH:9][CH:10]=1)[NH2:7])([O-:3])=[O:2].Cl[C:12]1[N:17]=[CH:16][CH:15]=[CH:14][N:13]=1.C(=O)([O-])[O-].[K+].[K+].C(OCC)(=O)C. (3) Given the product [CH2:55]([O:54][P:53]([CH2:52][NH:51][C:26](=[O:27])[CH2:25][CH2:24][C:23]([CH3:29])=[CH:22][CH2:21][C:4]1[C:5]([O:14][CH2:15][CH2:16][Si:17]([CH3:20])([CH3:18])[CH3:19])=[C:6]2[C:10](=[C:11]([CH3:12])[C:3]=1[O:2][CH3:1])[CH2:9][O:8][C:7]2=[O:13])(=[O:60])[O:57][CH2:58][CH3:59])[CH3:56], predict the reactants needed to synthesize it. The reactants are: [CH3:1][O:2][C:3]1[C:11]([CH3:12])=[C:10]2[C:6]([C:7](=[O:13])[O:8][CH2:9]2)=[C:5]([O:14][CH2:15][CH2:16][Si:17]([CH3:20])([CH3:19])[CH3:18])[C:4]=1[CH2:21][CH:22]=[C:23]([CH3:29])[CH2:24][CH2:25][C:26](O)=[O:27].ClC(OCC(C)C)=O.C(N(CC)CC)C.C(O)(=O)C(O)=O.[NH2:51][CH2:52][P:53](=[O:60])([O:57][CH2:58][CH3:59])[O:54][CH2:55][CH3:56]. (4) Given the product [C:1]([C:5]1[N:6]=[C:7]([N:16]2[CH2:20][CH2:19][C:18]([F:21])([F:22])[CH2:17]2)[C:8]2[C:9](=[N:11][N:12]([CH2:14][C:15]3[N:49]([CH3:45])[C:48]([S:51]([CH3:54])(=[O:53])=[O:52])=[N:47][N:46]=3)[N:13]=2)[N:10]=1)([CH3:2])([CH3:3])[CH3:4], predict the reactants needed to synthesize it. The reactants are: [C:1]([C:5]1[N:6]=[C:7]([N:16]2[CH2:20][CH2:19][C:18]([F:22])([F:21])[CH2:17]2)[C:8]2[C:9](=[N:11][N:12]([CH2:14][CH3:15])[N:13]=2)[N:10]=1)([CH3:4])([CH3:3])[CH3:2].C(C1N=C(N2CCC(F)(F)C2)C2N=NNC=2N=1)(C)(C)C.IC[C:45]1[N:49](C)[C:48]([S:51]([CH3:54])(=[O:53])=[O:52])=[N:47][N:46]=1. (5) Given the product [NH2:11][C@H:12]1[CH2:17][CH2:16][CH2:15][N:14]([CH:18]2[CH2:19][CH2:20][N:21]([C:24]([O:26][C:27]([CH3:29])([CH3:28])[CH3:30])=[O:25])[CH2:22][CH2:23]2)[C:13]1=[O:31], predict the reactants needed to synthesize it. The reactants are: C(OC([NH:11][C@H:12]1[CH2:17][CH2:16][CH2:15][N:14]([CH:18]2[CH2:23][CH2:22][N:21]([C:24]([O:26][C:27]([CH3:30])([CH3:29])[CH3:28])=[O:25])[CH2:20][CH2:19]2)[C:13]1=[O:31])=O)C1C=CC=CC=1.[H][H]. (6) Given the product [Br-:15].[CH2:1]([O:3][C:4]1[CH:9]=[CH:8][CH:7]=[CH:6][C:5]=1[N+:10]1[CH:14]=[CH:13][N:12]([CH2:16][CH2:17][CH2:18][CH2:19][CH2:20][CH3:21])[CH:11]=1)[CH3:2], predict the reactants needed to synthesize it. The reactants are: [CH2:1]([O:3][C:4]1[CH:9]=[CH:8][CH:7]=[CH:6][C:5]=1[N:10]1[CH:14]=[CH:13][N:12]=[CH:11]1)[CH3:2].[Br:15][CH2:16][CH2:17][CH2:18][CH2:19][CH2:20][CH3:21].